From a dataset of Forward reaction prediction with 1.9M reactions from USPTO patents (1976-2016). Predict the product of the given reaction. (1) Given the reactants [NH:1]1[C:5]2[CH:6]=[CH:7][C:8]([N:10]3[CH:14]([C:15]4[CH:20]=[CH:19][C:18]([N:21]5[CH2:26][CH2:25][O:24][CH2:23][CH2:22]5)=[CH:17][CH:16]=4)[C:13](O)=[CH:12][C:11]3=[O:28])=[CH:9][C:4]=2[N:3]=[CH:2]1.[NH:29]1[CH2:34][CH2:33][O:32][CH2:31][CH2:30]1, predict the reaction product. The product is: [NH:1]1[C:5]2[CH:6]=[CH:7][C:8]([N:10]3[CH:14]([C:15]4[CH:16]=[CH:17][C:18]([N:21]5[CH2:26][CH2:25][O:24][CH2:23][CH2:22]5)=[CH:19][CH:20]=4)[C:13]([N:29]4[CH2:34][CH2:33][O:32][CH2:31][CH2:30]4)=[CH:12][C:11]3=[O:28])=[CH:9][C:4]=2[N:3]=[CH:2]1. (2) Given the reactants [CH:1](=O)[CH3:2].C(O)(=O)C.C(O[BH-](OC(=O)C)OC(=O)C)(=O)C.[Na+].[OH:22][C:23]1[CH:50]=[CH:49][C:48]([CH:51]2[CH2:56][CH2:55][NH:54][CH2:53][CH2:52]2)=[CH:47][C:24]=1[C:25]([NH:27][C:28]1[CH:40]=[C:39]([C:41]2[CH:46]=[CH:45][CH:44]=[CH:43][CH:42]=2)[CH:38]=[CH:37][C:29]=1[C:30]([O:32][C:33]([CH3:36])([CH3:35])[CH3:34])=[O:31])=[O:26], predict the reaction product. The product is: [CH2:1]([N:54]1[CH2:53][CH2:52][CH:51]([C:48]2[CH:49]=[CH:50][C:23]([OH:22])=[C:24]([CH:47]=2)[C:25]([NH:27][C:28]2[CH:40]=[C:39]([C:41]3[CH:46]=[CH:45][CH:44]=[CH:43][CH:42]=3)[CH:38]=[CH:37][C:29]=2[C:30]([O:32][C:33]([CH3:36])([CH3:35])[CH3:34])=[O:31])=[O:26])[CH2:56][CH2:55]1)[CH3:2].